Dataset: Peptide-MHC class II binding affinity with 134,281 pairs from IEDB. Task: Regression. Given a peptide amino acid sequence and an MHC pseudo amino acid sequence, predict their binding affinity value. This is MHC class II binding data. (1) The peptide sequence is TRLSCDCDDKFYDCLKNS. The MHC is DRB1_0301 with pseudo-sequence DRB1_0301. The binding affinity (normalized) is 0.659. (2) The peptide sequence is KQELDEISTNIRQAG. The MHC is HLA-DPA10201-DPB10501 with pseudo-sequence HLA-DPA10201-DPB10501. The binding affinity (normalized) is 0.0414. (3) The peptide sequence is PRGGPGRSYAADAGY. The MHC is DRB1_0405 with pseudo-sequence DRB1_0405. The binding affinity (normalized) is 0.103. (4) The MHC is DRB4_0101 with pseudo-sequence DRB4_0103. The binding affinity (normalized) is 0.361. The peptide sequence is NQEILELAQSETCSP. (5) The peptide sequence is YDKFMANVSTVLTGK. The binding affinity (normalized) is 0.674. The MHC is DRB1_0802 with pseudo-sequence DRB1_0802. (6) The peptide sequence is INLIGRGGDEALTGF. The MHC is DRB1_1101 with pseudo-sequence DRB1_1101. The binding affinity (normalized) is 0.326.